Dataset: NCI-60 drug combinations with 297,098 pairs across 59 cell lines. Task: Regression. Given two drug SMILES strings and cell line genomic features, predict the synergy score measuring deviation from expected non-interaction effect. (1) Drug 1: CC1C(C(=O)NC(C(=O)N2CCCC2C(=O)N(CC(=O)N(C(C(=O)O1)C(C)C)C)C)C(C)C)NC(=O)C3=C4C(=C(C=C3)C)OC5=C(C(=O)C(=C(C5=N4)C(=O)NC6C(OC(=O)C(N(C(=O)CN(C(=O)C7CCCN7C(=O)C(NC6=O)C(C)C)C)C)C(C)C)C)N)C. Drug 2: CC1=C(C(=O)C2=C(C1=O)N3CC4C(C3(C2COC(=O)N)OC)N4)N. Cell line: MDA-MB-231. Synergy scores: CSS=20.2, Synergy_ZIP=-6.46, Synergy_Bliss=-0.416, Synergy_Loewe=1.23, Synergy_HSA=3.42. (2) Drug 1: COC1=C(C=C2C(=C1)N=CN=C2NC3=CC(=C(C=C3)F)Cl)OCCCN4CCOCC4. Drug 2: CC(CN1CC(=O)NC(=O)C1)N2CC(=O)NC(=O)C2. Cell line: K-562. Synergy scores: CSS=38.5, Synergy_ZIP=-1.97, Synergy_Bliss=1.95, Synergy_Loewe=4.27, Synergy_HSA=5.14.